From a dataset of Forward reaction prediction with 1.9M reactions from USPTO patents (1976-2016). Predict the product of the given reaction. (1) Given the reactants [OH:1][CH2:2][C:3]1[CH:8]=[CH:7][C:6]([C:9](=[O:11])[CH3:10])=[CH:5][CH:4]=1.[C:12]([O:16][C:17](=[O:28])/[CH:18]=[CH:19]/[C:20]1[CH:25]=[CH:24][C:23]([CH:26]=O)=[CH:22][N:21]=1)([CH3:15])([CH3:14])[CH3:13].[OH-].[K+], predict the reaction product. The product is: [C:12]([O:16][C:17](=[O:28])/[CH:18]=[CH:19]/[C:20]1[CH:25]=[CH:24][C:23](/[CH:26]=[CH:10]/[C:9]([C:6]2[CH:7]=[CH:8][C:3]([CH2:2][OH:1])=[CH:4][CH:5]=2)=[O:11])=[CH:22][N:21]=1)([CH3:15])([CH3:14])[CH3:13]. (2) Given the reactants Br[CH2:2][B-:3]([F:6])([F:5])[F:4].[K+].[O:8]1[C:12]2([CH2:17][CH2:16][NH:15][CH2:14][CH2:13]2)[CH2:11][CH2:10][CH2:9]1, predict the reaction product. The product is: [O:8]1[C:12]2([CH2:17][CH2:16][NH+:15]([CH2:2][B-:3]([F:6])([F:5])[F:4])[CH2:14][CH2:13]2)[CH2:11][CH2:10][CH2:9]1. (3) Given the reactants Cl.C(OC([NH:9][CH2:10][C:11]1[CH:16]=[CH:15][C:14]([C:17]([CH:19]2[CH2:24][CH2:23][CH2:22][CH2:21][CH2:20]2)=[O:18])=[CH:13][CH:12]=1)=O)(C)(C)C, predict the reaction product. The product is: [CH:19]1([C:17]([C:14]2[CH:15]=[CH:16][C:11]([CH2:10][NH2:9])=[CH:12][CH:13]=2)=[O:18])[CH2:20][CH2:21][CH2:22][CH2:23][CH2:24]1. (4) Given the reactants C1(C2C=CC=CC=2)C=CC=CC=1.[Cl:13][C:14]1[C:19]([S:20]([N:23]([CH2:25][CH2:26][N:27]([CH2:30][CH3:31])[CH2:28][CH3:29])[CH3:24])(=[O:22])=[O:21])=[C:18]([OH:32])[C:17]([NH:33][C:34]2[C:37](=[O:38])[C:36](=[O:39])[C:35]=2Cl)=[CH:16][CH:15]=1.[Cl:41][C:42]1[CH:48]=[CH:47][CH:46]=[CH:45][C:43]=1[NH2:44], predict the reaction product. The product is: [Cl:13][C:14]1[C:19]([S:20]([N:23]([CH2:25][CH2:26][N:27]([CH2:28][CH3:29])[CH2:30][CH3:31])[CH3:24])(=[O:21])=[O:22])=[C:18]([OH:32])[C:17]([NH:33][C:34]2[C:37](=[O:38])[C:36](=[O:39])[C:35]=2[NH:44][C:43]2[CH:45]=[CH:46][CH:47]=[CH:48][C:42]=2[Cl:41])=[CH:16][CH:15]=1. (5) Given the reactants [CH:1]([C:3]1[CH:8]=[C:7]([O:9][CH3:10])[N:6]=[CH:5][C:4]=1[O:11][CH2:12][C:13]1[C:14]([C:19]2[N:23]([CH2:24][C:25]([O:27]CC)=[O:26])[N:22]=[CH:21][CH:20]=2)=[N:15][CH:16]=[CH:17][CH:18]=1)=[O:2].[OH-].[Na+], predict the reaction product. The product is: [CH:1]([C:3]1[CH:8]=[C:7]([O:9][CH3:10])[N:6]=[CH:5][C:4]=1[O:11][CH2:12][C:13]1[C:14]([C:19]2[N:23]([CH2:24][C:25]([OH:27])=[O:26])[N:22]=[CH:21][CH:20]=2)=[N:15][CH:16]=[CH:17][CH:18]=1)=[O:2]. (6) Given the reactants [F:1][C:2]([F:27])([F:26])[C:3]1[CH:8]=[CH:7][C:6]([C:9]2[N:14]=[C:13]([O:15][C:16]3[C:21]4[N:22]=[C:23]([NH2:25])[S:24][C:20]=4[CH:19]=[CH:18][CH:17]=3)[CH:12]=[N:11][CH:10]=2)=[CH:5][CH:4]=1.[C:28](OC(=O)C)(=[O:30])[CH3:29], predict the reaction product. The product is: [F:27][C:2]([F:26])([F:1])[C:3]1[CH:8]=[CH:7][C:6]([C:9]2[N:14]=[C:13]([O:15][C:16]3[C:21]4[N:22]=[C:23]([NH:25][C:28](=[O:30])[CH3:29])[S:24][C:20]=4[CH:19]=[CH:18][CH:17]=3)[CH:12]=[N:11][CH:10]=2)=[CH:5][CH:4]=1.